Dataset: Forward reaction prediction with 1.9M reactions from USPTO patents (1976-2016). Task: Predict the product of the given reaction. (1) Given the reactants [NH2:1][C:2]1[C:7]2[C:8]([C:11]3[CH:16]=[CH:15][C:14]([NH:17][C:18]([C:20]4[N:21]([CH3:29])[C:22]5[C:27]([CH:28]=4)=[CH:26][CH:25]=[CH:24][CH:23]=5)=[O:19])=[C:13]([O:30][CH3:31])[CH:12]=3)=[CH:9][S:10][C:6]=2[C:5]([CH:32]2[CH2:34][CH:33]2[C:35]([O:37]CC)=[O:36])=[CH:4][N:3]=1.[OH-].[Na+], predict the reaction product. The product is: [NH2:1][C:2]1[C:7]2[C:8]([C:11]3[CH:16]=[CH:15][C:14]([NH:17][C:18]([C:20]4[N:21]([CH3:29])[C:22]5[C:27]([CH:28]=4)=[CH:26][CH:25]=[CH:24][CH:23]=5)=[O:19])=[C:13]([O:30][CH3:31])[CH:12]=3)=[CH:9][S:10][C:6]=2[C:5]([CH:32]2[CH2:34][CH:33]2[C:35]([OH:37])=[O:36])=[CH:4][N:3]=1. (2) Given the reactants [Br:1][C:2]1[CH:7]=[CH:6][C:5]([SH:8])=[CH:4][CH:3]=1.C(=O)([O-])[O-].[K+].[K+].Br[CH:16]([CH3:18])[CH3:17], predict the reaction product. The product is: [Br:1][C:2]1[CH:7]=[CH:6][C:5]([S:8][CH:16]([CH3:18])[CH3:17])=[CH:4][CH:3]=1. (3) Given the reactants [CH3:1][O:2][C:3]1[CH:12]=[C:11]2[C:6]([C:7]([C:20]3[CH:25]=[CH:24][C:23]([O:26][CH3:27])=[CH:22][CH:21]=3)=[N:8][N:9]=[C:10]2[NH:13][CH:14]2[CH2:19][CH2:18][NH:17][CH2:16][CH2:15]2)=[CH:5][CH:4]=1.[F:28][C:29]1[CH:30]=[C:31]([CH:34]=[CH:35][C:36]=1[O:37][CH2:38][CH2:39][CH2:40][N:41]1[CH2:46][CH2:45][O:44][CH2:43][CH2:42]1)[CH:32]=O.C(O[BH-](OC(=O)C)OC(=O)C)(=O)C.[Na+].[Cl:61]CCCl, predict the reaction product. The product is: [ClH:61].[ClH:61].[ClH:61].[F:28][C:29]1[CH:30]=[C:31]([CH:34]=[CH:35][C:36]=1[O:37][CH2:38][CH2:39][CH2:40][N:41]1[CH2:46][CH2:45][O:44][CH2:43][CH2:42]1)[CH2:32][N:17]1[CH2:16][CH2:15][CH:14]([NH:13][C:10]2[C:11]3[C:6](=[CH:5][CH:4]=[C:3]([O:2][CH3:1])[CH:12]=3)[C:7]([C:20]3[CH:25]=[CH:24][C:23]([O:26][CH3:27])=[CH:22][CH:21]=3)=[N:8][N:9]=2)[CH2:19][CH2:18]1.